From a dataset of NCI-60 drug combinations with 297,098 pairs across 59 cell lines. Regression. Given two drug SMILES strings and cell line genomic features, predict the synergy score measuring deviation from expected non-interaction effect. Drug 1: C1=NC2=C(N=C(N=C2N1C3C(C(C(O3)CO)O)O)F)N. Drug 2: C1=NC2=C(N1)C(=S)N=CN2. Cell line: SK-MEL-28. Synergy scores: CSS=26.6, Synergy_ZIP=-7.00, Synergy_Bliss=1.68, Synergy_Loewe=4.20, Synergy_HSA=5.24.